From a dataset of Full USPTO retrosynthesis dataset with 1.9M reactions from patents (1976-2016). Predict the reactants needed to synthesize the given product. (1) Given the product [C:31]1([CH:7]([C:1]2[CH:2]=[CH:3][CH:4]=[CH:5][CH:6]=2)[N:8]2[C:16]3[C:11](=[CH:12][C:13]([CH3:17])=[CH:14][CH:15]=3)[C:10]3([C:20]4=[CH:21][C:22]5[O:26][CH2:25][O:24][C:23]=5[CH:27]=[C:28]4[O:29][CH2:18]3)[C:9]2=[O:30])[CH:32]=[CH:33][CH:34]=[CH:35][CH:36]=1, predict the reactants needed to synthesize it. The reactants are: [C:1]1([CH:7]([C:31]2[CH:36]=[CH:35][CH:34]=[CH:33][CH:32]=2)[N:8]2[C:16]3[C:11](=[CH:12][C:13]([CH3:17])=[CH:14][CH:15]=3)[C:10]([C:20]3[C:28]([OH:29])=[CH:27][C:23]4[O:24][CH2:25][O:26][C:22]=4[CH:21]=3)([CH2:18]O)[C:9]2=[O:30])[CH:6]=[CH:5][CH:4]=[CH:3][CH:2]=1.C(P(CCCC)CCCC)CCC.N(C(OC(C)(C)C)=O)=NC(OC(C)(C)C)=O. (2) Given the product [CH3:16][O:15][C:13]([C:6]1[CH:5]=[CH:4][C:3]2[C:2]([CH3:17])([CH3:1])[CH2:11][CH:10]=[C:9]([S:24][C:18]3[CH:23]=[CH:22][CH:21]=[CH:20][CH:19]=3)[C:8]=2[CH:7]=1)=[O:14], predict the reactants needed to synthesize it. The reactants are: [CH3:1][C:2]1([CH3:17])[CH2:11][CH2:10][C:9](=O)[C:8]2[CH:7]=[C:6]([C:13]([O:15][CH3:16])=[O:14])[CH:5]=[CH:4][C:3]1=2.[C:18]1([SH:24])[CH:23]=[CH:22][CH:21]=[CH:20][CH:19]=1.CCN(CC)CC.O. (3) Given the product [Cl:35][C:36]1[C:37]([C:38]([N:25]2[CH2:26][CH2:27][CH:22]([O:21][C:16]3[C:17]([N+:18]([O-:20])=[O:19])=[C:12]([NH:11][C:8]4[CH:9]=[CH:10][C:5]([S:2]([CH3:1])(=[O:4])=[O:3])=[CH:6][CH:7]=4)[N:13]=[CH:14][N:15]=3)[CH2:23][CH2:24]2)=[O:39])=[CH:41][CH:42]=[CH:43][N:44]=1, predict the reactants needed to synthesize it. The reactants are: [CH3:1][S:2]([C:5]1[CH:10]=[CH:9][C:8]([NH:11][C:12]2[C:17]([N+:18]([O-:20])=[O:19])=[C:16]([O:21][CH:22]3[CH2:27][CH2:26][NH:25][CH2:24][CH2:23]3)[N:15]=[CH:14][N:13]=2)=[CH:7][CH:6]=1)(=[O:4])=[O:3].C(N(CC)CC)C.[Cl:35][C:36]1[N:44]=[CH:43][CH:42]=[CH:41][C:37]=1[C:38](Cl)=[O:39]. (4) Given the product [F:42][C:39]([F:40])([F:41])[C:35]1[CH:34]=[C:33]([NH:32][C:31]([N:27]2[C:28]3[C:24](=[CH:23][C:22]([O:21][C:19]4[CH:20]=[C:15]([CH2:14][N:13]([S:44]([CH3:47])(=[O:46])=[O:45])[CH:10]5[CH2:11][CH2:12][NH:8][CH2:9]5)[N:16]=[CH:17][N:18]=4)=[CH:30][CH:29]=3)[CH:25]=[CH:26]2)=[O:43])[CH:38]=[CH:37][CH:36]=1, predict the reactants needed to synthesize it. The reactants are: C(OC([N:8]1[CH2:12][CH2:11][CH:10]([N:13]([S:44]([CH3:47])(=[O:46])=[O:45])[CH2:14][C:15]2[CH:20]=[C:19]([O:21][C:22]3[CH:23]=[C:24]4[C:28](=[CH:29][CH:30]=3)[N:27]([C:31](=[O:43])[NH:32][C:33]3[CH:38]=[CH:37][CH:36]=[C:35]([C:39]([F:42])([F:41])[F:40])[CH:34]=3)[CH:26]=[CH:25]4)[N:18]=[CH:17][N:16]=2)[CH2:9]1)=O)(C)(C)C.C(O)(C(F)(F)F)=O. (5) Given the product [NH2:21][C:22]1[N:27]=[CH:26][C:25]([C:2]2[N:3]=[C:4]([N:11]3[CH2:16][CH2:15][O:14][CH:13]([CH2:17][C:18]([NH2:20])=[O:19])[CH2:12]3)[C:5]3[S:10][CH:9]=[CH:8][C:6]=3[N:7]=2)=[CH:24][N:23]=1, predict the reactants needed to synthesize it. The reactants are: Cl[C:2]1[N:3]=[C:4]([N:11]2[CH2:16][CH2:15][O:14][CH:13]([CH2:17][C:18]([NH2:20])=[O:19])[CH2:12]2)[C:5]2[S:10][CH:9]=[CH:8][C:6]=2[N:7]=1.[NH2:21][C:22]1[N:27]=[CH:26][C:25](B2OC(C)(C)C(C)(C)O2)=[CH:24][N:23]=1.CC#N.CC([O-])=O.[K+]. (6) Given the product [Br:24][CH:20]([C:15]1[CH:16]=[CH:17][CH:18]=[C:19]2[C:14]=1[CH:13]=[CH:12][N:11]2[S:1]([C:4]1[CH:10]=[CH:9][C:7]([CH3:8])=[CH:6][CH:5]=1)(=[O:3])=[O:2])[CH3:21], predict the reactants needed to synthesize it. The reactants are: [S:1]([N:11]1[C:19]2[C:14](=[C:15]([CH:20](O)[CH3:21])[CH:16]=[CH:17][CH:18]=2)[CH:13]=[CH:12]1)([C:4]1[CH:10]=[CH:9][C:7]([CH3:8])=[CH:6][CH:5]=1)(=[O:3])=[O:2].P(Br)(Br)[Br:24].C([O-])(O)=O.[Na+]. (7) Given the product [F:22][C:21]([F:24])([F:23])[CH2:20][O:11][C:10]1[C:5]([C:3]([OH:2])=[O:4])=[N:6][CH:7]=[CH:8][CH:9]=1.[CH3:1][O:2][C:3]([C:5]1[C:10]([O:19][CH2:20][C:21]([F:24])([F:23])[F:22])=[CH:9][CH:8]=[CH:7][N:6]=1)=[O:4], predict the reactants needed to synthesize it. The reactants are: [CH3:1][O:2][C:3]([C:5]1[C:10]([OH:11])=[CH:9][CH:8]=[CH:7][N:6]=1)=[O:4].[H-].[Na+].FC(F)(F)S([O:19][CH2:20][C:21]([F:24])([F:23])[F:22])(=O)=O.